From a dataset of Peptide-MHC class II binding affinity with 134,281 pairs from IEDB. Regression. Given a peptide amino acid sequence and an MHC pseudo amino acid sequence, predict their binding affinity value. This is MHC class II binding data. (1) The peptide sequence is APTGMFVAAAKYMVI. The MHC is HLA-DPA10201-DPB10501 with pseudo-sequence HLA-DPA10201-DPB10501. The binding affinity (normalized) is 0.406. (2) The peptide sequence is YDKALANVSTVLTGK. The MHC is DRB1_1101 with pseudo-sequence DRB1_1101. The binding affinity (normalized) is 0.630. (3) The peptide sequence is GMTGMLWETSLLDPE. The MHC is HLA-DQA10501-DQB10301 with pseudo-sequence HLA-DQA10501-DQB10301. The binding affinity (normalized) is 0.232. (4) The peptide sequence is TGGNSPVQEFTVPRT. The MHC is HLA-DQA10501-DQB10201 with pseudo-sequence HLA-DQA10501-DQB10201. The binding affinity (normalized) is 0.0984. (5) The peptide sequence is CFNCGKEGHLARNCRAPR. The MHC is DRB1_1302 with pseudo-sequence DRB1_1302. The binding affinity (normalized) is 0.335. (6) The peptide sequence is SGLFQFIFFLLLAGR. The MHC is DRB1_0701 with pseudo-sequence DRB1_0701. The binding affinity (normalized) is 0.289. (7) The peptide sequence is VIDWLVSNQSVRNRQEGLY. The MHC is DRB1_0802 with pseudo-sequence DRB1_0802. The binding affinity (normalized) is 0.681. (8) The peptide sequence is NIWADDLAASLSTLE. The MHC is DRB3_0202 with pseudo-sequence DRB3_0202. The binding affinity (normalized) is 0.301. (9) The peptide sequence is YDKFLANVSTVLTGE. The MHC is DRB1_0404 with pseudo-sequence DRB1_0404. The binding affinity (normalized) is 0.738.